Dataset: Aqueous solubility values for 9,982 compounds from the AqSolDB database. Task: Regression/Classification. Given a drug SMILES string, predict its absorption, distribution, metabolism, or excretion properties. Task type varies by dataset: regression for continuous measurements (e.g., permeability, clearance, half-life) or binary classification for categorical outcomes (e.g., BBB penetration, CYP inhibition). For this dataset (solubility_aqsoldb), we predict Y. (1) The molecule is Cc1cccc(C)c1N(C(=O)CCl)C1CCOC1=O. The Y is -3.29 log mol/L. (2) The compound is C=Cc1ccccc1.Cc1ccccc1.c1ccccc1. The Y is -2.96 log mol/L. (3) The drug is Nc1ccc(S(=O)(=O)Nc2ccc([N+](=O)[O-])cc2Br)cc1. The Y is -4.78 log mol/L. (4) The drug is Clc1cccc(-c2cc(Cl)ccc2Cl)c1. The Y is -6.01 log mol/L. (5) The molecule is COc1c(C(=O)O)cccc1C(=O)O. The Y is -2.29 log mol/L. (6) The molecule is COc1cc(C(Cl)(Cl)Cl)cc(Cl)n1. The Y is -4.36 log mol/L. (7) The drug is CC(C)OC(=O)CS(=O)(=O)c1ccc(Cl)cc1. The Y is -2.41 log mol/L. (8) The compound is CN1CC2c3ccccc3Oc3ccc(Cl)cc3C2C1. The Y is -2.13 log mol/L. (9) The molecule is O=S(=O)(CCCl)CCCl. The Y is -1.50 log mol/L.